From a dataset of Full USPTO retrosynthesis dataset with 1.9M reactions from patents (1976-2016). Predict the reactants needed to synthesize the given product. (1) Given the product [N+:8]([C:5]1[CH:6]=[CH:7][C:2]([C:16]#[C:15][C:17]2[CH:22]=[CH:21][N:20]=[CH:19][CH:18]=2)=[C:3]([C:11]([F:14])([F:13])[F:12])[CH:4]=1)([O-:10])=[O:9], predict the reactants needed to synthesize it. The reactants are: Br[C:2]1[CH:7]=[CH:6][C:5]([N+:8]([O-:10])=[O:9])=[CH:4][C:3]=1[C:11]([F:14])([F:13])[F:12].[C:15]([C:17]1[CH:22]=[CH:21][N:20]=[CH:19][CH:18]=1)#[CH:16].C(N(CC)CC)C. (2) Given the product [Cl:17]/[C:14](/[C:9]1[CH:10]=[CH:11][C:12]([F:13])=[C:7]([F:6])[CH:8]=1)=[CH:15]\[C:28]#[N:26], predict the reactants needed to synthesize it. The reactants are: P(Cl)(Cl)(Cl)=O.[F:6][C:7]1[CH:8]=[C:9]([C:14](=O)[CH3:15])[CH:10]=[CH:11][C:12]=1[F:13].[ClH:17].NO.C([O-])(O)=O.[Na+].C[N:26]([CH:28]=O)C. (3) Given the product [CH3:1][N:2]1[CH2:7][CH:6]=[C:5]([C:17]2[C:16]3[C:20](=[CH:21][CH:22]=[C:14]([N:9]4[CH2:13][CH2:12][CH2:11][CH2:10]4)[CH:15]=3)[NH:19][CH:18]=2)[CH2:4][CH2:3]1, predict the reactants needed to synthesize it. The reactants are: [CH3:1][N:2]1[CH2:7][CH2:6][C:5](=O)[CH2:4][CH2:3]1.[N:9]1([C:14]2[CH:15]=[C:16]3[C:20](=[CH:21][CH:22]=2)[NH:19][CH:18]=[CH:17]3)[CH2:13][CH2:12][CH2:11][CH2:10]1.[OH-].[K+]. (4) Given the product [N:1]1([C:6]([O:8][CH2:9][C:10]2[CH:15]=[CH:14][CH:13]=[CH:12][CH:11]=2)=[O:7])[CH2:5][CH:4]=[CH:3][CH2:2]1, predict the reactants needed to synthesize it. The reactants are: [NH:1]1[CH2:5][CH:4]=[CH:3][CH2:2]1.[C:6](ON1C(=O)CCC1=O)([O:8][CH2:9][C:10]1[CH:15]=[CH:14][CH:13]=[CH:12][CH:11]=1)=[O:7]. (5) The reactants are: [CH2:1]([O:3][C:4]([C:6]1[NH:7][CH:8]=[CH:9][C:10]=1[NH:11][CH:12]=[C:13]([C:19](OCC)=O)[C:14]([O:16][CH2:17][CH3:18])=[O:15])=[O:5])[CH3:2].P(Cl)(Cl)([Cl:26])=O. Given the product [Cl:26][C:19]1[C:9]2[C:10](=[C:6]([C:4]([O:3][CH2:1][CH3:2])=[O:5])[NH:7][CH:8]=2)[N:11]=[CH:12][C:13]=1[C:14]([O:16][CH2:17][CH3:18])=[O:15], predict the reactants needed to synthesize it.